Task: Predict which catalyst facilitates the given reaction.. Dataset: Catalyst prediction with 721,799 reactions and 888 catalyst types from USPTO (1) Reactant: [Cl:1][C:2]1[CH:3]=[C:4]([CH:21]=[CH:22][C:23]=1[O:24][CH3:25])[CH2:5][NH:6][C:7]1[C:12]([C:13]([O:15][CH2:16][CH3:17])=[O:14])=[CH:11][N:10]=[C:9](S(C)=O)[N:8]=1.Cl.[CH2:27]1[C:29]2([CH2:33][CH2:32][NH:31][CH2:30]2)[CH2:28]1.C(N(CC)CC)C.O. Product: [Cl:1][C:2]1[CH:3]=[C:4]([CH:21]=[CH:22][C:23]=1[O:24][CH3:25])[CH2:5][NH:6][C:7]1[C:12]([C:13]([O:15][CH2:16][CH3:17])=[O:14])=[CH:11][N:10]=[C:9]([N:31]2[CH2:32][CH2:33][C:29]3([CH2:27][CH2:28]3)[CH2:30]2)[N:8]=1. The catalyst class is: 7. (2) Reactant: [C:1]([O:5][C:6]([N:8]1[CH2:13][CH2:12][CH:11]([O:14][C:15]2[C:16](Br)=[C:17]3[C:22](=[CH:23][CH:24]=2)[CH:21]=[N:20][CH:19]=[CH:18]3)[CH2:10][CH2:9]1)=[O:7])([CH3:4])([CH3:3])[CH3:2].[B:26]1([B:26]2[O:30][C:29]([CH3:32])([CH3:31])[C:28]([CH3:34])([CH3:33])[O:27]2)[O:30][C:29]([CH3:32])([CH3:31])[C:28]([CH3:34])([CH3:33])[O:27]1.C([O-])([O-])=O.[K+].[K+]. Product: [C:1]([O:5][C:6]([N:8]1[CH2:13][CH2:12][CH:11]([O:14][C:15]2[C:16]([B:26]3[O:30][C:29]([CH3:32])([CH3:31])[C:28]([CH3:34])([CH3:33])[O:27]3)=[C:17]3[C:22](=[CH:23][CH:24]=2)[CH:21]=[N:20][CH:19]=[CH:18]3)[CH2:10][CH2:9]1)=[O:7])([CH3:4])([CH3:3])[CH3:2]. The catalyst class is: 418.